Dataset: Forward reaction prediction with 1.9M reactions from USPTO patents (1976-2016). Task: Predict the product of the given reaction. (1) Given the reactants [Cl:1][C:2]1[C:7]([CH2:8][C:9]([O:11]C)=[O:10])=[C:6]([N:13]([CH2:15][C:16]([NH:18][CH:19]2[CH2:23][CH2:22][CH2:21][CH2:20]2)=[O:17])[CH3:14])[N:5]=[C:4]([CH2:24][C:25]2[CH:30]=[CH:29][C:28]([NH:31][CH2:32][CH:33]3[CH2:38][CH2:37][CH2:36][CH2:35][CH2:34]3)=[CH:27][CH:26]=2)[N:3]=1.[OH-].[Na+].Cl, predict the reaction product. The product is: [Cl:1][C:2]1[C:7]([CH2:8][C:9]([OH:11])=[O:10])=[C:6]([N:13]([CH2:15][C:16]([NH:18][CH:19]2[CH2:20][CH2:21][CH2:22][CH2:23]2)=[O:17])[CH3:14])[N:5]=[C:4]([CH2:24][C:25]2[CH:26]=[CH:27][C:28]([NH:31][CH2:32][CH:33]3[CH2:38][CH2:37][CH2:36][CH2:35][CH2:34]3)=[CH:29][CH:30]=2)[N:3]=1. (2) Given the reactants [C:1]([O:5][C:6]([N:8]1[CH2:13][CH2:12][C@@H:11]([CH3:14])[C@@H:10]([C:15](=O)[NH:16][CH2:17][C:18]2[N:19]=[C:20]3[CH:26]=[CH:25][N:24]([S:27]([C:30]4[CH:36]=[CH:35][C:33]([CH3:34])=[CH:32][CH:31]=4)(=[O:29])=[O:28])[C:21]3=[N:22][CH:23]=2)[CH2:9]1)=[O:7])([CH3:4])([CH3:3])[CH3:2].COC1C=CC(P2(SP(C3C=CC(OC)=CC=3)(=S)S2)=S)=CC=1, predict the reaction product. The product is: [CH3:14][C@@H:11]1[CH2:12][CH2:13][N:8]([C:6]([O:5][C:1]([CH3:3])([CH3:4])[CH3:2])=[O:7])[CH2:9][C@@H:10]1[C:15]1[N:19]2[C:20]3[CH:26]=[CH:25][N:24]([S:27]([C:30]4[CH:31]=[CH:32][C:33]([CH3:34])=[CH:35][CH:36]=4)(=[O:28])=[O:29])[C:21]=3[N:22]=[CH:23][C:18]2=[CH:17][N:16]=1.